Regression. Given a peptide amino acid sequence and an MHC pseudo amino acid sequence, predict their binding affinity value. This is MHC class II binding data. From a dataset of Peptide-MHC class II binding affinity with 134,281 pairs from IEDB. (1) The peptide sequence is AFKVAATAANAAPAL. The binding affinity (normalized) is 0.890. The MHC is DRB1_0901 with pseudo-sequence DRB1_0901. (2) The peptide sequence is RFDTNGDGKISLSEL. The MHC is HLA-DPA10103-DPB10401 with pseudo-sequence HLA-DPA10103-DPB10401. The binding affinity (normalized) is 0. (3) The peptide sequence is MYKECEWPLTHTIGT. The MHC is HLA-DQA10201-DQB10301 with pseudo-sequence HLA-DQA10201-DQB10301. The binding affinity (normalized) is 0. (4) The binding affinity (normalized) is 0. The MHC is DRB3_0301 with pseudo-sequence DRB3_0301. The peptide sequence is PTVDIEEAPEMPALY. (5) The peptide sequence is INEPTACAIAYGLDR. The MHC is HLA-DQA10401-DQB10402 with pseudo-sequence HLA-DQA10401-DQB10402. The binding affinity (normalized) is 0.499. (6) The peptide sequence is AAWGGSGSEAYQGVQ. The MHC is HLA-DQA10401-DQB10402 with pseudo-sequence HLA-DQA10401-DQB10402. The binding affinity (normalized) is 0.444. (7) The peptide sequence is TITVYAVTYYKEADY. The MHC is DRB1_0701 with pseudo-sequence DRB1_0701. The binding affinity (normalized) is 0.217. (8) The peptide sequence is IGGPVSSHNHIPGYK. The MHC is DRB1_0701 with pseudo-sequence DRB1_0701. The binding affinity (normalized) is 0.260.